This data is from Full USPTO retrosynthesis dataset with 1.9M reactions from patents (1976-2016). The task is: Predict the reactants needed to synthesize the given product. (1) Given the product [CH2:1]([C:3]1[CH:8]=[CH:7][CH:6]=[C:5]([CH2:9][CH3:10])[C:4]=1[C:11]1[CH:12]=[C:13]2[C:19]([CH2:20][C:21]#[N:22])=[CH:18][N:17]([C:24]3[CH:29]=[CH:28][C:27]([CH:30]([CH3:32])[CH3:31])=[CH:26][CH:25]=3)[C:14]2=[CH:15][N:16]=1)[CH3:2], predict the reactants needed to synthesize it. The reactants are: [CH2:1]([C:3]1[CH:8]=[CH:7][CH:6]=[C:5]([CH2:9][CH3:10])[C:4]=1[C:11]1[CH:12]=[C:13]2[C:19]([CH2:20][C:21]#[N:22])=[CH:18][NH:17][C:14]2=[CH:15][N:16]=1)[CH3:2].I[C:24]1[CH:29]=[CH:28][C:27]([CH:30]([CH3:32])[CH3:31])=[CH:26][CH:25]=1.C([O-])([O-])=O.[Cs+].[Cs+].C(N)CN. (2) Given the product [Cl:8][C:4]1[C:3]([F:9])=[C:2]([C:24]2([OH:27])[CH2:25][CH2:26][N:22]([C:15]([O:17][C:18]([CH3:20])([CH3:19])[CH3:21])=[O:16])[CH2:23]2)[CH:7]=[CH:6][CH:5]=1, predict the reactants needed to synthesize it. The reactants are: Br[C:2]1[CH:7]=[CH:6][CH:5]=[C:4]([Cl:8])[C:3]=1[F:9].C([Li])CCC.[C:15]([N:22]1[CH2:26][CH2:25][C:24](=[O:27])[CH2:23]1)([O:17][C:18]([CH3:21])([CH3:20])[CH3:19])=[O:16].[Cl-].[NH4+]. (3) Given the product [F:21][C:19]1[C:18]([F:22])=[CH:17][C:13]([CH2:14][OH:15])=[C:12]([S:11][C:5]2[CH:6]=[CH:7][C:8]([F:10])=[CH:9][C:4]=2[CH2:1][OH:2])[CH:20]=1, predict the reactants needed to synthesize it. The reactants are: [C:1]([C:4]1[CH:9]=[C:8]([F:10])[CH:7]=[CH:6][C:5]=1[S:11][C:12]1[CH:20]=[C:19]([F:21])[C:18]([F:22])=[CH:17][C:13]=1[C:14](O)=[O:15])(O)=[O:2].S(C1C=CC=CC=1C(OC)=O)C1C=CC=CC=1C(OC)=O. (4) Given the product [F:23][C:6]1[CH:7]=[C:8]([CH2:10][CH2:11][O:12][Si:13]([CH:14]([CH3:16])[CH3:15])([CH:17]([CH3:19])[CH3:18])[CH:20]([CH3:21])[CH3:22])[CH:9]=[C:2]([F:1])[C:3]=1[CH:4]=[N:28][O:27][CH2:25][CH3:26], predict the reactants needed to synthesize it. The reactants are: [F:1][C:2]1[CH:9]=[C:8]([CH2:10][CH2:11][O:12][Si:13]([CH:20]([CH3:22])[CH3:21])([CH:17]([CH3:19])[CH3:18])[CH:14]([CH3:16])[CH3:15])[CH:7]=[C:6]([F:23])[C:3]=1[CH:4]=O.Cl.[CH2:25]([O:27][NH2:28])[CH3:26].